Dataset: Forward reaction prediction with 1.9M reactions from USPTO patents (1976-2016). Task: Predict the product of the given reaction. Given the reactants [F:1][C:2]1[CH:7]=[CH:6][C:5]([F:8])=[CH:4][C:3]=1[C:9]1[N:13]=[C:12]([C@H:14]([N:19]([CH2:27][C@H:28]2[C@@H:32]([F:33])[CH2:31][N:30](C(OCC3C=CC=CC=3)=O)[CH2:29]2)[C:20]([C@@H:22]2[CH2:26][CH2:25][CH2:24][O:23]2)=[O:21])[C:15]([CH3:18])([CH3:17])[CH3:16])[N:11]([CH2:44][C:45]2[CH:50]=[CH:49][CH:48]=[C:47]([F:51])[CH:46]=2)[N:10]=1, predict the reaction product. The product is: [F:1][C:2]1[CH:7]=[CH:6][C:5]([F:8])=[CH:4][C:3]=1[C:9]1[N:13]=[C:12]([C@H:14]([N:19]([CH2:27][C@H:28]2[C@@H:32]([F:33])[CH2:31][NH:30][CH2:29]2)[C:20]([C@@H:22]2[CH2:26][CH2:25][CH2:24][O:23]2)=[O:21])[C:15]([CH3:16])([CH3:18])[CH3:17])[N:11]([CH2:44][C:45]2[CH:50]=[CH:49][CH:48]=[C:47]([F:51])[CH:46]=2)[N:10]=1.